Dataset: Reaction yield outcomes from USPTO patents with 853,638 reactions. Task: Predict the reaction yield, written as a fraction of the theoretical maximum amount of product (1.0 means a 100% yield; for example, 0.34 means a 34% yield). (1) The reactants are [CH3:1][O:2][CH:3]([O:16][CH3:17])[CH2:4][NH:5][C:6](=[O:15])[O:7][CH2:8][C:9]1[CH:14]=[CH:13][CH:12]=[CH:11][CH:10]=1.[OH-].[K+].[CH2:20](Br)[CH:21]=[CH2:22]. The catalyst is C1(C)C=CC=CC=1.[Cl-].C([N+](CC)(CC)CC)C1C=CC=CC=1. The product is [CH2:22]([N:5]([CH2:4][CH:3]([O:2][CH3:1])[O:16][CH3:17])[C:6](=[O:15])[O:7][CH2:8][C:9]1[CH:14]=[CH:13][CH:12]=[CH:11][CH:10]=1)[CH:21]=[CH2:20]. The yield is 0.750. (2) The reactants are [CH3:1][C:2]([O-])=O.[Na+].Br[CH:7](Br)[C:8](=O)[C:9]([F:12])([F:11])[F:10].[C:15]([O:19][C:20](=[O:37])[NH:21][C:22]1[CH:27]=[CH:26][C:25]([O:28][C:29]2[CH:30]=[N:31][C:32](C=O)=[CH:33][CH:34]=2)=[CH:24][CH:23]=1)([CH3:18])([CH3:17])[CH3:16].[OH-].[NH4+:39]. The catalyst is O. The product is [C:15]([O:19][C:20](=[O:37])[NH:21][C:22]1[CH:23]=[CH:24][C:25]([O:28][C:29]2[CH:30]=[CH:2][CH:1]=[C:33]([C:32]3[NH:31][CH:7]=[C:8]([C:9]([F:12])([F:11])[F:10])[N:39]=3)[CH:34]=2)=[CH:26][CH:27]=1)([CH3:16])([CH3:17])[CH3:18]. The yield is 0.670. (3) The reactants are [OH-].[Na+].[CH:3]12[CH2:12][CH:7]3[CH2:8][CH:9]([CH2:11][CH:5]([CH2:6]3)[CH:4]1[NH:13][C:14]([C:16]1[CH:17]=[N:18][N:19]([C:25]3[CH:34]=[CH:33][C:28]([C:29]([O:31]C)=[O:30])=[CH:27][CH:26]=3)[C:20]=1[C:21]([CH3:24])([CH3:23])[CH3:22])=[O:15])[CH2:10]2. The catalyst is CO. The product is [CH:3]12[CH2:10][CH:9]3[CH2:8][CH:7]([CH2:6][CH:5]([CH2:11]3)[CH:4]1[NH:13][C:14]([C:16]1[CH:17]=[N:18][N:19]([C:25]3[CH:34]=[CH:33][C:28]([C:29]([OH:31])=[O:30])=[CH:27][CH:26]=3)[C:20]=1[C:21]([CH3:23])([CH3:24])[CH3:22])=[O:15])[CH2:12]2. The yield is 0.800. (4) The reactants are C([C:3]1[S:7][C:6]([C:8]([O:10][C@H:11]([C:22]2[CH:27]=[CH:26][C:25]([O:28][CH3:29])=[C:24]([O:30][CH3:31])[CH:23]=2)[CH2:12][C:13]2[C:18]([Cl:19])=[CH:17][N+:16]([O-:20])=[CH:15][C:14]=2[Cl:21])=[O:9])=[CH:5][CH:4]=1)=O.Cl.Cl.[NH2:34][CH:35]([C:47]1[CH:52]=[CH:51][CH:50]=[CH:49][CH:48]=1)[C:36]([O:38][C@@H:39]1[CH:44]2[CH2:45][CH2:46][N:41]([CH2:42][CH2:43]2)[CH2:40]1)=[O:37].CCN(CC)CC.C[C:61](O)=[O:62].C=O.[CH2:66]1CCN2C(=NCCC2)CC1.C(O[BH-](OC(=O)C)OC(=O)C)(=O)C.[Na+]. The catalyst is C(O)C(F)(F)F.O1CCOCC1. The product is [Cl:21][C:14]1[CH:15]=[N+:16]([O-:20])[CH:17]=[C:18]([Cl:19])[C:13]=1[CH2:12][C@H:11]([O:10][C:8]([C:6]1[S:7][C:3]([CH2:66][NH:34][C:35]([CH2:61][OH:62])([C:47]2[CH:52]=[CH:51][CH:50]=[CH:49][CH:48]=2)[C:36](=[O:37])[O:38][C@@H:39]2[CH:44]3[CH2:43][CH2:42][N:41]([CH2:46][CH2:45]3)[CH2:40]2)=[CH:4][CH:5]=1)=[O:9])[C:22]1[CH:27]=[CH:26][C:25]([O:28][CH3:29])=[C:24]([O:30][CH3:31])[CH:23]=1. The yield is 0.200. (5) The product is [CH3:1][S:2][C:3]1[S:4][C:5]2[CH:11]=[C:10]([CH:12]=[O:13])[CH:9]=[CH:8][C:6]=2[N:7]=1. The reactants are [CH3:1][S:2][C:3]1[S:4][C:5]2[CH:11]=[C:10]([CH2:12][OH:13])[CH:9]=[CH:8][C:6]=2[N:7]=1.CC(OI1(OC(C)=O)(OC(C)=O)OC(=O)C2C=CC=CC1=2)=O.S([O-])([O-])=O.[Na+].[Na+].C(=O)(O)[O-].[Na+]. The yield is 0.990. The catalyst is C(Cl)Cl.